This data is from NCI-60 drug combinations with 297,098 pairs across 59 cell lines. The task is: Regression. Given two drug SMILES strings and cell line genomic features, predict the synergy score measuring deviation from expected non-interaction effect. (1) Drug 1: COC1=NC(=NC2=C1N=CN2C3C(C(C(O3)CO)O)O)N. Drug 2: CC1CCC2CC(C(=CC=CC=CC(CC(C(=O)C(C(C(=CC(C(=O)CC(OC(=O)C3CCCCN3C(=O)C(=O)C1(O2)O)C(C)CC4CCC(C(C4)OC)O)C)C)O)OC)C)C)C)OC. Cell line: MCF7. Synergy scores: CSS=-5.34, Synergy_ZIP=1.99, Synergy_Bliss=0.0289, Synergy_Loewe=-5.05, Synergy_HSA=-6.37. (2) Drug 1: CC1=CC2C(CCC3(C2CCC3(C(=O)C)OC(=O)C)C)C4(C1=CC(=O)CC4)C. Drug 2: CC(C)CN1C=NC2=C1C3=CC=CC=C3N=C2N. Cell line: MDA-MB-231. Synergy scores: CSS=-4.30, Synergy_ZIP=5.24, Synergy_Bliss=5.38, Synergy_Loewe=-6.15, Synergy_HSA=-5.69.